The task is: Predict the reaction yield, written as a fraction of the theoretical maximum amount of product (1.0 means a 100% yield; for example, 0.34 means a 34% yield).. This data is from Reaction yield outcomes from USPTO patents with 853,638 reactions. The reactants are [C:1](=[O:12])(OC(Cl)(Cl)Cl)OC(Cl)(Cl)Cl.[NH2:13][C:14]([CH3:27])([CH3:26])[C:15]([NH:17][C:18]1[CH:23]=[CH:22][C:21]([Br:24])=[C:20]([CH3:25])[CH:19]=1)=[O:16].C(N(CC)CC)C.[Cl-].[NH4+]. The catalyst is ClCCl. The product is [Br:24][C:21]1[CH:22]=[CH:23][C:18]([N:17]2[C:15](=[O:16])[C:14]([CH3:26])([CH3:27])[NH:13][C:1]2=[O:12])=[CH:19][C:20]=1[CH3:25]. The yield is 0.880.